From a dataset of Full USPTO retrosynthesis dataset with 1.9M reactions from patents (1976-2016). Predict the reactants needed to synthesize the given product. (1) Given the product [C:37]([C:41]1[CH:74]=[CH:73][C:44]([C:45]([NH:47][C:48]2[CH:53]=[CH:52][C:51]([C:54]3[CH:62]=[C:61]4[C:57]([CH2:58][N:59]([C@@H:64]([CH:69]([CH3:70])[CH3:71])[C:65]([OH:67])=[O:66])[C:60]4=[O:63])=[CH:56][CH:55]=3)=[C:50]([Cl:72])[CH:49]=2)=[O:46])=[CH:43][CH:42]=1)([CH3:38])([CH3:40])[CH3:39], predict the reactants needed to synthesize it. The reactants are: C(C1C=CC(C(NC2C=CC(C3C=C4C(CN([C@@H](C(C)C)C(O)=O)C4=O)=CC=3)=NC=2)=O)=CC=1)(C)(C)C.[C:37]([C:41]1[CH:74]=[CH:73][C:44]([C:45]([NH:47][C:48]2[CH:53]=[CH:52][C:51]([C:54]3[CH:62]=[C:61]4[C:57]([CH2:58][N:59]([C@@H:64]([CH:69]([CH3:71])[CH3:70])[C:65]([O:67]C)=[O:66])[C:60]4=[O:63])=[CH:56][CH:55]=3)=[C:50]([Cl:72])[CH:49]=2)=[O:46])=[CH:43][CH:42]=1)([CH3:40])([CH3:39])[CH3:38]. (2) The reactants are: C([N:8]1[CH2:12][C@H:11]2[C@H:13]([NH:16][C:17](=[O:29])[C@@H:18]([N:23]3[CH2:28][CH2:27][O:26][CH2:25][CH2:24]3)[CH2:19][CH:20]([CH3:22])[CH3:21])[CH2:14][CH2:15][C@H:10]2[CH2:9]1)C1C=CC=CC=1.[H][H]. Given the product [CH3:21][CH:20]([CH3:22])[CH2:19][C@H:18]([N:23]1[CH2:24][CH2:25][O:26][CH2:27][CH2:28]1)[C:17]([NH:16][C@H:13]1[C@H:11]2[C@H:10]([CH2:9][NH:8][CH2:12]2)[CH2:15][CH2:14]1)=[O:29], predict the reactants needed to synthesize it. (3) Given the product [Br:1][C:2]1[CH:10]=[CH:9][C:8]([O:11][CH3:12])=[CH:7][C:3]=1[C:4]([O:6][CH3:14])=[O:5], predict the reactants needed to synthesize it. The reactants are: [Br:1][C:2]1[CH:10]=[CH:9][C:8]([O:11][CH3:12])=[CH:7][C:3]=1[C:4]([OH:6])=[O:5].Cl.[CH3:14]O.